This data is from Forward reaction prediction with 1.9M reactions from USPTO patents (1976-2016). The task is: Predict the product of the given reaction. (1) Given the reactants [Br:1][C:2]1[S:3][CH:4]=[CH:5][C:6]=1[CH2:7][CH:8]([CH2:19][CH2:20][CH2:21][CH2:22][CH2:23][CH2:24][CH2:25][CH3:26])[CH2:9][CH2:10][CH2:11][CH2:12][CH2:13][CH2:14][CH2:15][CH2:16][CH2:17][CH3:18].[F-].[K+], predict the reaction product. The product is: [Br:1][C:2]1[S:3][C:4]([C:4]2[S:3][C:2]([Br:1])=[C:6]([CH2:7][CH:8]([CH2:19][CH2:20][CH2:21][CH2:22][CH2:23][CH2:24][CH2:25][CH3:26])[CH2:9][CH2:10][CH2:11][CH2:12][CH2:13][CH2:14][CH2:15][CH2:16][CH2:17][CH3:18])[CH:5]=2)=[CH:5][C:6]=1[CH2:7][CH:8]([CH2:19][CH2:20][CH2:21][CH2:22][CH2:23][CH2:24][CH2:25][CH3:26])[CH2:9][CH2:10][CH2:11][CH2:12][CH2:13][CH2:14][CH2:15][CH2:16][CH2:17][CH3:18]. (2) The product is: [O:27]1[C:25]([C:24]2[CH:29]=[C:30]([CH:31]=[CH:22][CH:23]=2)[C:1]([OH:4])=[O:2])=[CH:8][N:7]=[CH:28]1. Given the reactants [C:1]([O-:4])([O-])=[O:2].[K+].[K+].[N+:7](CS(C1C=CC(C)=CC=1)(=O)=O)#[C-:8].C([C:22]1[CH:23]=[C:24]([CH:29]=[CH:30][CH:31]=1)[C:25]([O:27][CH3:28])=O)=O.Cl, predict the reaction product. (3) Given the reactants [C:1]([CH2:4][CH2:5][CH2:6][CH2:7][CH2:8][C:9]1([CH3:29])[C:17]2[C:12](=[CH:13][CH:14]=[C:15]([P:18]([O:24][O:25][CH2:26][CH3:27])([O:20][O:21][CH2:22][CH3:23])=[O:19])[CH:16]=2)[N:11]=[C:10]1[CH3:28])([OH:3])=[O:2].[CH2:30]([I:32])[CH3:31], predict the reaction product. The product is: [I-:32].[C:1]([CH2:4][CH2:5][CH2:6][CH2:7][CH2:8][C:9]1([CH3:29])[C:17]2[C:12](=[CH:13][CH:14]=[C:15]([P:18]([O:24][O:25][CH2:26][CH3:27])([O:20][O:21][CH2:22][CH3:23])=[O:19])[CH:16]=2)[N+:11]([CH2:30][CH3:31])=[C:10]1[CH3:28])([OH:3])=[O:2].